From a dataset of Reaction yield outcomes from USPTO patents with 853,638 reactions. Predict the reaction yield, written as a fraction of the theoretical maximum amount of product (1.0 means a 100% yield; for example, 0.34 means a 34% yield). (1) The reactants are C([O:3][C:4](=O)[CH2:5][C:6]([N:8]1[CH2:14][CH2:13][C:12]2[CH:15]=[C:16]([O:19][CH2:20][C:21]3[CH:26]=[CH:25][CH:24]=[C:23]([F:27])[CH:22]=3)[CH:17]=[CH:18][C:11]=2[CH2:10][CH2:9]1)=[O:7])C.Cl.FC1C=C(C=CC=1)COC1C=CC2CC[NH:42]CCC=2C=1.C(C(C(Cl)=O)C(Cl)=O)C. The catalyst is C(N(CC)CC)C. The product is [F:27][C:23]1[CH:22]=[C:21]([CH:26]=[CH:25][CH:24]=1)[CH2:20][O:19][C:16]1[CH:17]=[CH:18][C:11]2[CH2:10][CH2:9][N:8]([C:6](=[O:7])[CH2:5][C:4]([NH2:42])=[O:3])[CH2:14][CH2:13][C:12]=2[CH:15]=1. The yield is 0.700. (2) The reactants are [Si]([O:8][CH2:9][C:10]([CH3:53])([CH3:52])[CH2:11][C:12]1[CH:17]=[CH:16][C:15]([NH:18][C:19](=[O:47])[CH2:20][C:21]2[CH:26]=[CH:25][C:24]([C:27]3[CH:28]=[N:29][C:30]([O:36]CC4C=CC(OC)=CC=4)=[C:31]([O:33][CH2:34][CH3:35])[CH:32]=3)=[C:23]([F:46])[CH:22]=2)=[CH:14][C:13]=1[C:48]([F:51])([F:50])[F:49])(C(C)(C)C)(C)C.Cl. No catalyst specified. The product is [CH2:34]([O:33][C:31]1[C:30](=[O:36])[NH:29][CH:28]=[C:27]([C:24]2[CH:25]=[CH:26][C:21]([CH2:20][C:19]([NH:18][C:15]3[CH:16]=[CH:17][C:12]([CH2:11][C:10]([CH3:52])([CH3:53])[CH2:9][OH:8])=[C:13]([C:48]([F:50])([F:51])[F:49])[CH:14]=3)=[O:47])=[CH:22][C:23]=2[F:46])[CH:32]=1)[CH3:35]. The yield is 0.551. (3) The yield is 0.690. The reactants are Br[C:2]1[CH:3]=[CH:4][C:5]([N+:8]([O-:10])=[O:9])=[N:6][CH:7]=1.CC1(C)C(C)(C)OB([C:19]2[CH2:24][CH2:23][N:22]([C:25]([O:27][C:28]([CH3:31])([CH3:30])[CH3:29])=[O:26])[CH2:21][CH:20]=2)O1.O1CCOCC1.C([O-])([O-])=O.[Cs+].[Cs+]. The product is [N+:8]([C:5]1[N:6]=[CH:7][C:2]([C:19]2[CH2:24][CH2:23][N:22]([C:25]([O:27][C:28]([CH3:31])([CH3:30])[CH3:29])=[O:26])[CH2:21][CH:20]=2)=[CH:3][CH:4]=1)([O-:10])=[O:9]. The catalyst is Cl[Pd](Cl)([P](C1C=CC=CC=1)(C1C=CC=CC=1)C1C=CC=CC=1)[P](C1C=CC=CC=1)(C1C=CC=CC=1)C1C=CC=CC=1.O. (4) The catalyst is C1C=CC([P]([Pd]([P](C2C=CC=CC=2)(C2C=CC=CC=2)C2C=CC=CC=2)([P](C2C=CC=CC=2)(C2C=CC=CC=2)C2C=CC=CC=2)[P](C2C=CC=CC=2)(C2C=CC=CC=2)C2C=CC=CC=2)(C2C=CC=CC=2)C2C=CC=CC=2)=CC=1.O.CN(C=O)C. The yield is 0.100. The reactants are C1(C)C=CC=CC=1.Br[C:9]1[CH:13]=[CH:12][O:11][CH:10]=1.[CH:14]([C:16]1[CH:17]=[C:18](B(O)O)[CH:19]=[CH:20][CH:21]=1)=[O:15].C([O-])([O-])=O.[K+].[K+]. The product is [O:11]1[CH:12]=[CH:13][C:9]([C:20]2[CH:21]=[C:16]([CH:17]=[CH:18][CH:19]=2)[CH:14]=[O:15])=[CH:10]1. (5) The reactants are Cl[C:2]1[CH:7]=[CH:6][N:5]=[C:4]([N:8]2[CH2:19][CH2:18][N:17]3[C:10](=[CH:11][C:12]4[CH2:13][C:14]([CH3:21])([CH3:20])[CH2:15][C:16]=43)[C:9]2=[O:22])[C:3]=1[CH:23]=[O:24].[CH3:25][N:26]1[C:31](=[O:32])[C:30]([NH:33][C:34]2[CH:39]=[CH:38][C:37]([N:40]3[CH2:45][CH2:44][N:43]([CH:46]4[CH2:49][O:48][CH2:47]4)[CH2:42][C@H:41]3[CH3:50])=[CH:36][N:35]=2)=[CH:29][C:28](C2C(C=O)=C(N3C=CN4C5CCCCC=5C=C4C3=O)N=CC=2)=[CH:27]1.[O-]P([O-])([O-])=O.[K+].[K+].[K+].C([O-])(=O)C.[Na+]. The catalyst is C1C=CC(P(C2C=CC=CC=2)[C-]2C=CC=C2)=CC=1.C1C=CC(P(C2C=CC=CC=2)[C-]2C=CC=C2)=CC=1.Cl[Pd]Cl.[Fe+2].O.C(#N)C. The product is [CH3:20][C:14]1([CH3:21])[CH2:13][C:12]2[CH:11]=[C:10]3[N:17]([CH2:18][CH2:19][N:8]([C:4]4[C:3]([CH:23]=[O:24])=[C:2]([C:28]5[CH:29]=[C:30]([NH:33][C:34]6[CH:39]=[CH:38][C:37]([N:40]7[CH2:45][CH2:44][N:43]([CH:46]8[CH2:47][O:48][CH2:49]8)[CH2:42][C@H:41]7[CH3:50])=[CH:36][N:35]=6)[C:31](=[O:32])[N:26]([CH3:25])[CH:27]=5)[CH:7]=[CH:6][N:5]=4)[C:9]3=[O:22])[C:16]=2[CH2:15]1. The yield is 0.410. (6) The reactants are [CH:1]1([NH2:4])[CH2:3][CH2:2]1.[Cl:5][CH2:6][CH2:7][N:8]=[C:9]=[O:10]. The catalyst is C1COCC1. The product is [Cl:5][CH2:6][CH2:7][NH:8][C:9]([NH:4][CH:1]1[CH2:3][CH2:2]1)=[O:10]. The yield is 0.850. (7) The reactants are [CH3:1][C:2](C)([O-])C.[K+].[OH:7][C@@H:8]1[CH2:25][CH2:24][C@@:23]2([CH3:26])[C@H:10]([CH2:11][CH2:12][C@@H:13]3[C:22]2=[CH:21][CH2:20][C@@:18]2([CH3:19])[C@H:14]3[CH2:15][CH2:16][C:17]2=O)[CH2:9]1. The catalyst is [Br-].C([P+](C1C=CC=CC=1)(C1C=CC=CC=1)C1C=CC=CC=1)C.C1COCC1. The product is [OH:7][C@@H:8]1[CH2:25][CH2:24][C@@:23]2([CH3:26])[C@H:10]([CH2:11][CH2:12][C@@H:13]3[C:22]2=[CH:21][CH2:20][C@@:18]2([CH3:19])[C@H:14]3[CH2:15][CH2:16]/[C:17]/2=[CH:1]/[CH3:2])[CH2:9]1. The yield is 0.800. (8) The reactants are [S:1]([Cl:5])(=O)(=[O:3])[OH:2].[CH3:6][N:7]1[C:15]2[C:10](=[CH:11][CH:12]=[CH:13][CH:14]=2)[CH2:9][CH2:8]1. No catalyst specified. The product is [CH3:6][N:7]1[C:15]2[C:10](=[CH:11][CH:12]=[C:13]([S:1]([Cl:5])(=[O:3])=[O:2])[CH:14]=2)[CH2:9][CH2:8]1. The yield is 0.0700. (9) The reactants are [CH3:1][O:2][C:3]1[CH:4]=[C:5]2[C:10](=[CH:11][C:12]=1[O:13][CH3:14])[N:9]=[CH:8][N:7]=[C:6]2[O:15][C:16]1[CH:17]=[C:18]([CH:20]=[CH:21][CH:22]=1)[NH2:19].[C:23]1([N:29]=[C:30]=[O:31])[CH:28]=[CH:27][CH:26]=[CH:25][CH:24]=1. The catalyst is C1COCC1. The product is [CH3:1][O:2][C:3]1[CH:4]=[C:5]2[C:10](=[CH:11][C:12]=1[O:13][CH3:14])[N:9]=[CH:8][N:7]=[C:6]2[O:15][C:16]1[CH:17]=[C:18]([NH:19][C:30]([NH:29][C:23]2[CH:28]=[CH:27][CH:26]=[CH:25][CH:24]=2)=[O:31])[CH:20]=[CH:21][CH:22]=1. The yield is 0.500. (10) The catalyst is C(#N)C. The product is [CH3:1][O:2][C:3]1[CH:4]=[C:5]([CH2:11][CH2:12][N:13]([CH3:25])[C:14](=[O:24])[CH2:15][CH2:16][C:17]2[CH:22]=[CH:21][C:20]([O:23][CH2:35][C:30]3[CH:31]=[CH:32][CH:33]=[CH:34][C:29]=3[C:28]([O:27][CH3:26])=[O:37])=[CH:19][CH:18]=2)[CH:6]=[CH:7][C:8]=1[O:9][CH3:10]. The reactants are [CH3:1][O:2][C:3]1[CH:4]=[C:5]([CH2:11][CH2:12][N:13]([CH3:25])[C:14](=[O:24])[CH2:15][CH2:16][C:17]2[CH:22]=[CH:21][C:20]([OH:23])=[CH:19][CH:18]=2)[CH:6]=[CH:7][C:8]=1[O:9][CH3:10].[CH3:26][O:27][C:28](=[O:37])[C:29]1[CH:34]=[CH:33][CH:32]=[CH:31][C:30]=1[CH2:35]Br.C([O-])([O-])=O.[K+].[K+]. The yield is 0.610.